From a dataset of Human liver microsome stability data. Regression/Classification. Given a drug SMILES string, predict its absorption, distribution, metabolism, or excretion properties. Task type varies by dataset: regression for continuous measurements (e.g., permeability, clearance, half-life) or binary classification for categorical outcomes (e.g., BBB penetration, CYP inhibition). Dataset: hlm. The drug is COc1cc2c(N3CCN(C(=O)Nc4ccc(OC(C)C)cc4)CC3)ncnc2cc1OCCn1nccn1. The result is 0 (unstable in human liver microsomes).